Dataset: Forward reaction prediction with 1.9M reactions from USPTO patents (1976-2016). Task: Predict the product of the given reaction. (1) Given the reactants S(=O)(=O)(O)O.[N:6]([O-])=O.[Na+].[Cl:10][C:11]1[CH:17]=[C:16]([O:18][C:19]([F:22])([F:21])[F:20])[CH:15]=[C:14]([Cl:23])[C:12]=1[NH2:13].[C:24]([CH:26]([CH2:32][C:33]#[N:34])C(OCC)=O)#[N:25], predict the reaction product. The product is: [NH2:34][C:33]1[N:13]([C:12]2[C:11]([Cl:10])=[CH:17][C:16]([O:18][C:19]([F:22])([F:21])[F:20])=[CH:15][C:14]=2[Cl:23])[N:6]=[C:26]([C:24]#[N:25])[CH:32]=1. (2) The product is: [C:1]([N:4]1[C:13]2[C:8](=[CH:9][C:10]([C:14]([OH:16])=[O:15])=[CH:11][CH:12]=2)[C@H:7]([NH:19][C:20]2[CH:25]=[CH:24][CH:23]=[CH:22][N:21]=2)[C@@H:6]([CH3:26])[C@@H:5]1[CH:27]1[CH2:28][CH2:29]1)(=[O:3])[CH3:2]. Given the reactants [C:1]([N:4]1[C:13]2[C:8](=[CH:9][C:10]([C:14]([O:16]CC)=[O:15])=[CH:11][CH:12]=2)[C@H:7]([NH:19][C:20]2[CH:25]=[CH:24][CH:23]=[CH:22][N:21]=2)[C@@H:6]([CH3:26])[C@@H:5]1[CH:27]1[CH2:29][CH2:28]1)(=[O:3])[CH3:2].O.[OH-].[Li+], predict the reaction product. (3) Given the reactants [CH3:1][CH:2]([NH:5][S:6]([C:9]1[CH:14]=[CH:13][C:12]([C:15]2[CH:20]=[CH:19][C:18]([O:21][CH3:22])=[CH:17][CH:16]=2)=[CH:11][CH:10]=1)(=[O:8])=[O:7])[C:3]#[CH:4].[N:23]([Si](C)(C)C)=[N+:24]=[N-:25], predict the reaction product. The product is: [NH:23]1[C:3]([CH:2]([NH:5][S:6]([C:9]2[CH:14]=[CH:13][C:12]([C:15]3[CH:16]=[CH:17][C:18]([O:21][CH3:22])=[CH:19][CH:20]=3)=[CH:11][CH:10]=2)(=[O:8])=[O:7])[CH3:1])=[CH:4][N:25]=[N:24]1. (4) The product is: [OH:2][CH2:1][C:3]1[CH:4]=[CH:5][C:6]([O:7][CH2:8][C:9]2[N:10]=[C:11]([C:15]3[CH:16]=[C:17]([CH:22]=[CH:23][CH:24]=3)[C:18]([O:20][CH3:21])=[O:19])[O:12][C:13]=2[CH3:14])=[CH:25][CH:26]=1. Given the reactants [CH:1]([C:3]1[CH:26]=[CH:25][C:6]([O:7][CH2:8][C:9]2[N:10]=[C:11]([C:15]3[CH:16]=[C:17]([CH:22]=[CH:23][CH:24]=3)[C:18]([O:20][CH3:21])=[O:19])[O:12][C:13]=2[CH3:14])=[CH:5][CH:4]=1)=[O:2].C(O)C.[BH4-].[Na+].O, predict the reaction product. (5) The product is: [NH2:7][CH2:8][CH2:9][CH2:10][N:11]1[C:20]2[CH:19]=[CH:18][C:17]([C:51]3[CH:50]=[CH:49][C:48]([C:47]#[N:55])=[CH:53][CH:52]=3)=[CH:16][C:15]=2[C:14]2=[N:22][NH:23][C:24]([CH3:25])=[C:13]2[C:12]1=[O:32]. Given the reactants C(OC(=O)[NH:7][CH2:8][CH2:9][CH2:10][N:11]1[C:20]2[CH:19]=[CH:18][C:17](Br)=[CH:16][C:15]=2[C:14]2=[N:22][N:23](C3CCCCO3)[C:24]([CH3:25])=[C:13]2[C:12]1=[O:32])(C)(C)C.C(OC(=O)NCCCN1[C:53]2[CH:52]=[CH:51][C:50](Br)=[CH:49][C:48]=2[C:47]2[NH:55]N=C(C)C=2C1=O)(C)(C)C, predict the reaction product. (6) Given the reactants [NH2:1][C:2]1[C:3]2[CH:14]=[C:13]([Br:15])[CH:12]=[CH:11][C:4]=2[S:5][C:6]=1[C:7]([O:9][CH3:10])=[O:8].[Cl:16][CH2:17][C:18]#[N:19], predict the reaction product. The product is: [NH2:19][C:18](=[N:1][C:2]1[C:3]2[CH:14]=[C:13]([Br:15])[CH:12]=[CH:11][C:4]=2[S:5][C:6]=1[C:7]([O:9][CH3:10])=[O:8])[CH2:17][Cl:16]. (7) Given the reactants [CH3:1][C:2]1[C:3]([CH3:22])=[CH:4][C:5]2[N:14]([CH2:15][C:16]([OH:18])=O)[C:13]3[C:8]([C:9](=[O:20])[NH:10][C:11](=[O:19])[N:12]=3)=[N:7][C:6]=2[CH:21]=1.[C:23]([O:27][C:28](=[O:32])[CH2:29][CH2:30][NH2:31])([CH3:26])([CH3:25])[CH3:24].CCN(C(C)C)C(C)C.CN(C(ON1N=NC2C=CC=NC1=2)=[N+](C)C)C.F[P-](F)(F)(F)(F)F, predict the reaction product. The product is: [C:23]([O:27][C:28](=[O:32])[CH2:29][CH2:30][NH:31][C:16](=[O:18])[CH2:15][N:14]1[C:13]2[C:8]([C:9](=[O:20])[NH:10][C:11](=[O:19])[N:12]=2)=[N:7][C:6]2[CH:21]=[C:2]([CH3:1])[C:3]([CH3:22])=[CH:4][C:5]1=2)([CH3:26])([CH3:25])[CH3:24].